Dataset: Full USPTO retrosynthesis dataset with 1.9M reactions from patents (1976-2016). Task: Predict the reactants needed to synthesize the given product. (1) Given the product [Cl:12][C:5]1[C:4]2[C:9](=[CH:10][CH:11]=[C:2]([N:15]3[CH2:16][CH2:17][O:13][C:14]3=[O:18])[CH:3]=2)[CH:8]=[N:7][CH:6]=1, predict the reactants needed to synthesize it. The reactants are: Br[C:2]1[CH:3]=[C:4]2[C:9](=[CH:10][CH:11]=1)[CH:8]=[N:7][CH:6]=[C:5]2[Cl:12].[O:13]1[CH2:17][CH2:16][NH:15][C:14]1=[O:18].P([O-])([O-])([O-])=O.[K+].[K+].[K+].C1(P(C2CCCCC2)C2C=CC=CC=2C2C(C(C)C)=CC(C(C)C)=CC=2C(C)C)CCCCC1. (2) Given the product [C:1]([C:3]1[S:7][C:6]([N:8]=[C:9]2[S:13][CH2:12][C:11]3([CH2:14][CH2:15][CH2:16][CH2:17]3)[N:10]2[CH2:18][CH:19]([CH3:21])[CH3:20])=[CH:5][CH:4]=1)#[N:2], predict the reactants needed to synthesize it. The reactants are: [C:1]([C:3]1[S:7][C:6]([N:8]=[C:9]2[S:13][CH2:12][C:11]3([CH2:17][CH2:16][CH2:15][CH2:14]3)[NH:10]2)=[CH:5][CH:4]=1)#[N:2].[CH2:18](Br)[CH:19]([CH3:21])[CH3:20]. (3) Given the product [CH3:21][O:6][C:5](=[O:7])[C:4]1[C:8]([O:11][C:12]([F:13])([F:14])[F:15])=[CH:9][CH:10]=[C:2]([Br:1])[CH:3]=1, predict the reactants needed to synthesize it. The reactants are: [Br:1][C:2]1[CH:3]=[C:4]([C:8]([O:11][C:12]([F:15])([F:14])[F:13])=[CH:9][CH:10]=1)[C:5]([OH:7])=[O:6].S(=O)(=O)(O)O.[CH3:21]O. (4) Given the product [OH:37][C:38]1[CH:43]=[CH:42][C:41]([C:8]2[CH:17]=[C:16]([C:18]([NH:20][CH2:21][C@H:22]3[CH2:27][CH2:26][C@H:25]([CH2:28][NH:29][C:30](=[O:36])[O:31][C:32]([CH3:35])([CH3:34])[CH3:33])[CH2:24][CH2:23]3)=[O:19])[C:15]3[C:10](=[CH:11][CH:12]=[CH:13][CH:14]=3)[N:9]=2)=[CH:40][CH:39]=1, predict the reactants needed to synthesize it. The reactants are: C([O-])([O-])=O.[K+].[K+].Cl[C:8]1[CH:17]=[C:16]([C:18]([NH:20][CH2:21][C@H:22]2[CH2:27][CH2:26][C@H:25]([CH2:28][NH:29][C:30](=[O:36])[O:31][C:32]([CH3:35])([CH3:34])[CH3:33])[CH2:24][CH2:23]2)=[O:19])[C:15]2[C:10](=[CH:11][CH:12]=[CH:13][CH:14]=2)[N:9]=1.[OH:37][C:38]1[CH:43]=[CH:42][C:41](B(O)O)=[CH:40][CH:39]=1.